From a dataset of NCI-60 drug combinations with 297,098 pairs across 59 cell lines. Regression. Given two drug SMILES strings and cell line genomic features, predict the synergy score measuring deviation from expected non-interaction effect. (1) Drug 1: C1CN1P(=S)(N2CC2)N3CC3. Drug 2: CS(=O)(=O)CCNCC1=CC=C(O1)C2=CC3=C(C=C2)N=CN=C3NC4=CC(=C(C=C4)OCC5=CC(=CC=C5)F)Cl. Cell line: CCRF-CEM. Synergy scores: CSS=7.17, Synergy_ZIP=1.94, Synergy_Bliss=5.80, Synergy_Loewe=-8.72, Synergy_HSA=0.507. (2) Drug 1: CNC(=O)C1=NC=CC(=C1)OC2=CC=C(C=C2)NC(=O)NC3=CC(=C(C=C3)Cl)C(F)(F)F. Drug 2: C1CN(P(=O)(OC1)NCCCl)CCCl. Cell line: LOX IMVI. Synergy scores: CSS=16.4, Synergy_ZIP=-4.53, Synergy_Bliss=-2.41, Synergy_Loewe=-5.33, Synergy_HSA=-5.24. (3) Drug 1: CN(CCCl)CCCl.Cl. Drug 2: CS(=O)(=O)OCCCCOS(=O)(=O)C. Cell line: UACC-257. Synergy scores: CSS=5.60, Synergy_ZIP=-0.472, Synergy_Bliss=2.30, Synergy_Loewe=-1.95, Synergy_HSA=-0.468. (4) Drug 1: CCCS(=O)(=O)NC1=C(C(=C(C=C1)F)C(=O)C2=CNC3=C2C=C(C=N3)C4=CC=C(C=C4)Cl)F. Drug 2: C1=CC(=CC=C1CCCC(=O)O)N(CCCl)CCCl. Cell line: MDA-MB-435. Synergy scores: CSS=27.4, Synergy_ZIP=0.501, Synergy_Bliss=2.04, Synergy_Loewe=-17.0, Synergy_HSA=1.76.